From a dataset of Full USPTO retrosynthesis dataset with 1.9M reactions from patents (1976-2016). Predict the reactants needed to synthesize the given product. (1) Given the product [C:22]([C:18]1[CH:17]=[C:16]([CH:11]2[CH2:10][C:9]([CH3:24])([CH3:25])[C:8]3[C:13](=[CH:14][CH:15]=[C:6]([C:4]([OH:3])=[O:5])[CH:7]=3)[NH:12]2)[CH:21]=[CH:20][CH:19]=1)(=[O:26])[NH2:23], predict the reactants needed to synthesize it. The reactants are: C([O:3][C:4]([C:6]1[CH:7]=[C:8]2[C:13](=[CH:14][CH:15]=1)[NH:12][CH:11]([C:16]1[CH:21]=[CH:20][CH:19]=[C:18]([C:22]#[N:23])[CH:17]=1)[CH2:10][C:9]2([CH3:25])[CH3:24])=[O:5])C.[OH-:26].[Na+].O.Cl. (2) Given the product [CH2:22]([O:24][C:25]([C:26]1[C:6](=[O:21])[N:7]([CH2:13][C:14]2[CH:15]=[CH:16][C:17]([Cl:20])=[CH:18][CH:19]=2)[N:8]2[CH:9]=[CH:10][CH:11]=[C:12]2[C:27]=1[OH:28])=[O:37])[CH3:23], predict the reactants needed to synthesize it. The reactants are: C(O[C:6](=[O:21])[N:7]([CH2:13][C:14]1[CH:19]=[CH:18][C:17]([Cl:20])=[CH:16][CH:15]=1)[N:8]1[CH:12]=[CH:11][CH:10]=[CH:9]1)(C)(C)C.[CH2:22]([O:24][C:25](=[O:37])[CH:26](C(OCC)=O)[C:27](OCC)=[O:28])[CH3:23].